From a dataset of Full USPTO retrosynthesis dataset with 1.9M reactions from patents (1976-2016). Predict the reactants needed to synthesize the given product. (1) Given the product [NH2:4][C@H:5]([C:10]([OH:12])=[O:11])[CH2:6][CH:7]([CH3:9])[CH3:8].[Ce:3], predict the reactants needed to synthesize it. The reactants are: OO.[Ce:3].[NH2:4][C@H:5]([C:10]([OH:12])=[O:11])[CH2:6][CH:7]([CH3:9])[CH3:8].[N+]([O-])(O)=O. (2) Given the product [CH3:30][C:2]1([CH3:1])[C:10]2[C:5](=[CH:6][C:7]([NH:11][C:12]3[N:28]=[C:15]4[CH:16]=[CH:17][CH:18]=[C:19]([CH:20]([CH:22]5[CH2:27][CH2:26][O:25][CH2:24][CH2:23]5)[CH3:21])[N:14]4[N:13]=3)=[CH:8][CH:9]=2)[NH:4][C:3]1=[O:29], predict the reactants needed to synthesize it. The reactants are: [CH3:1][C:2]1([CH3:30])[C:10]2[C:5](=[CH:6][C:7]([NH:11][C:12]3[N:28]=[C:15]4[CH:16]=[CH:17][CH:18]=[C:19]([C:20]([CH:22]5[CH2:27][CH2:26][O:25][CH2:24][CH2:23]5)=[CH2:21])[N:14]4[N:13]=3)=[CH:8][CH:9]=2)[NH:4][C:3]1=[O:29].C[Si](C[Mg]Cl)(C)C.[Cl-].[NH4+]. (3) Given the product [OH:11][C:9]1[C:8]([F:12])=[CH:7][CH:3]=[C:2]([OH:1])[N:10]=1, predict the reactants needed to synthesize it. The reactants are: [OH:1][C:2]1[N:10]=[C:9]([OH:11])[C:8]([F:12])=[CH:7][C:3]=1C(O)=O. (4) Given the product [NH:34]1[C:35]2[C:31](=[C:30]([C:2]3[N:3]=[C:4]([N:16]4[CH2:21][CH2:20][O:19][CH2:18][CH2:17]4)[C:5]4[S:10][C:9]([C:12]([NH2:15])([CH3:14])[CH3:13])=[CH:8][C:6]=4[N:7]=3)[CH:38]=[CH:37][CH:36]=2)[CH:32]=[N:33]1, predict the reactants needed to synthesize it. The reactants are: Cl[C:2]1[N:3]=[C:4]([N:16]2[CH2:21][CH2:20][O:19][CH2:18][CH2:17]2)[C:5]2[S:10][C:9]([C:12]([NH2:15])([CH3:14])[CH3:13])(I)[CH2:8][C:6]=2[N:7]=1.CC1(C)C(C)(C)OB([C:30]2[CH:38]=[CH:37][CH:36]=[C:35]3[C:31]=2[CH:32]=[N:33][NH:34]3)O1. (5) Given the product [N+:24]([C:27]1[CH:34]=[CH:33][C:30]([CH2:31][N:19]2[CH:20]=[C:15]([C:13]3[O:12][N:11]=[C:10]([C:7]4[CH:8]=[CH:9][C:4]([O:3][C:2]([F:1])([F:22])[F:23])=[CH:5][CH:6]=4)[N:14]=3)[CH:16]=[CH:17][C:18]2=[O:21])=[CH:29][CH:28]=1)([O-:26])=[O:25], predict the reactants needed to synthesize it. The reactants are: [F:1][C:2]([F:23])([F:22])[O:3][C:4]1[CH:9]=[CH:8][C:7]([C:10]2[N:14]=[C:13]([C:15]3[CH:16]=[CH:17][C:18](=[O:21])[NH:19][CH:20]=3)[O:12][N:11]=2)=[CH:6][CH:5]=1.[N+:24]([C:27]1[CH:34]=[CH:33][C:30]([CH2:31]Br)=[CH:29][CH:28]=1)([O-:26])=[O:25]. (6) Given the product [CH3:1][C:2]1[C:10]2[C:5](=[CH:6][C:7]([CH:47]=[CH:26][C:22]([O:24][CH3:25])=[O:23])=[CH:8][CH:9]=2)[N:4]([CH2:13][CH2:14][CH2:15][C:16]2[CH:17]=[CH:18][CH:19]=[CH:20][CH:21]=2)[CH:3]=1, predict the reactants needed to synthesize it. The reactants are: [CH3:1][C:2]1[C:10]2[C:5](=[CH:6][C:7](C=O)=[CH:8][CH:9]=2)[N:4]([CH2:13][CH2:14][CH2:15][C:16]2[CH:21]=[CH:20][CH:19]=[CH:18][CH:17]=2)[CH:3]=1.[C:22]([CH:26]=P(C1C=CC=CC=1)(C1C=CC=CC=1)C1C=CC=CC=1)([O:24][CH3:25])=[O:23].O.[C:47]1(C)C=CC=CC=1. (7) Given the product [N:2]1([NH:1][C:22]([C:24]2[CH:28]=[C:27]([C:29]3[CH:34]=[CH:33][C:32]([Cl:35])=[CH:31][C:30]=3[Cl:36])[N:26]([C:37]3[CH:42]=[CH:41][C:40]([Si:43]([CH3:46])([CH3:45])[CH3:44])=[CH:39][CH:38]=3)[C:25]=2[CH3:47])=[O:21])[CH2:7][CH2:6][CH2:5][CH2:4][CH2:3]1, predict the reactants needed to synthesize it. The reactants are: [NH2:1][N:2]1[CH2:7][CH2:6][CH2:5][CH2:4][CH2:3]1.C[Al](C)C.C1(C)C=CC=CC=1.C([O:21][C:22]([C:24]1[CH:28]=[C:27]([C:29]2[CH:34]=[CH:33][C:32]([Cl:35])=[CH:31][C:30]=2[Cl:36])[N:26]([C:37]2[CH:42]=[CH:41][C:40]([Si:43]([CH3:46])([CH3:45])[CH3:44])=[CH:39][CH:38]=2)[C:25]=1[CH3:47])=O)C.Cl. (8) The reactants are: [Br:1][C:2]1[CH:3]=[C:4](F)[C:5]([C:8]#[N:9])=[N:6][CH:7]=1.[CH2:11]([Mg]Cl)[CH3:12].ClC1C=CC=C(Cl)C=1C[N:19]1C2C(=NC=C(C(O)=O)C=2)C(C)=N1. Given the product [Br:1][C:2]1[CH:3]=[C:4]2[NH:19][N:9]=[C:8]([CH2:11][CH3:12])[C:5]2=[N:6][CH:7]=1, predict the reactants needed to synthesize it. (9) Given the product [ClH:1].[CH3:31][NH:23][CH2:22][C:13]1[CH:14]=[C:15]([C:16]2[CH:21]=[CH:20][CH:19]=[CH:18][CH:17]=2)[N:11]([S:8]([C:5]2[CH:4]=[CH:3][C:2]([C:32]#[N:33])=[N:7][CH:6]=2)(=[O:9])=[O:10])[CH:12]=1, predict the reactants needed to synthesize it. The reactants are: [Cl:1][C:2]1[N:7]=[CH:6][C:5]([S:8]([N:11]2[C:15]([C:16]3[CH:21]=[CH:20][CH:19]=[CH:18][CH:17]=3)=[CH:14][C:13]([CH2:22][N:23]([CH3:31])C(=O)OC(C)(C)C)=[CH:12]2)(=[O:10])=[O:9])=[CH:4][CH:3]=1.[CH3:32][N:33](C)C=O.